From a dataset of NCI-60 drug combinations with 297,098 pairs across 59 cell lines. Regression. Given two drug SMILES strings and cell line genomic features, predict the synergy score measuring deviation from expected non-interaction effect. (1) Drug 1: CN(C)C1=NC(=NC(=N1)N(C)C)N(C)C. Drug 2: C1=NC2=C(N1)C(=S)N=C(N2)N. Cell line: OVCAR-4. Synergy scores: CSS=34.5, Synergy_ZIP=-11.0, Synergy_Bliss=-2.70, Synergy_Loewe=-41.4, Synergy_HSA=-1.89. (2) Drug 1: C1=NC2=C(N=C(N=C2N1C3C(C(C(O3)CO)O)F)Cl)N. Drug 2: CC1=C2C(C(=O)C3(C(CC4C(C3C(C(C2(C)C)(CC1OC(=O)C(C(C5=CC=CC=C5)NC(=O)OC(C)(C)C)O)O)OC(=O)C6=CC=CC=C6)(CO4)OC(=O)C)O)C)O. Cell line: 786-0. Synergy scores: CSS=3.70, Synergy_ZIP=1.05, Synergy_Bliss=2.93, Synergy_Loewe=-1.42, Synergy_HSA=-1.14.